Predict which catalyst facilitates the given reaction. From a dataset of Catalyst prediction with 721,799 reactions and 888 catalyst types from USPTO. (1) Reactant: [CH2:1]([O:8][C:9](=[O:30])[C@@H:10]([NH:22][C:23]([O:25][C:26]([CH3:29])([CH3:28])[CH3:27])=[O:24])[CH2:11][C:12](=O)[NH:13][C:14]1[CH:19]=[CH:18][CH:17]=[CH:16][C:15]=1[NH2:20])[C:2]1[CH:7]=[CH:6][CH:5]=[CH:4][CH:3]=1. Product: [CH2:1]([O:8][C:9](=[O:30])[C@@H:10]([NH:22][C:23]([O:25][C:26]([CH3:29])([CH3:28])[CH3:27])=[O:24])[CH2:11][C:12]1[NH:20][C:15]2[CH:16]=[CH:17][CH:18]=[CH:19][C:14]=2[N:13]=1)[C:2]1[CH:7]=[CH:6][CH:5]=[CH:4][CH:3]=1. The catalyst class is: 15. (2) Reactant: [NH2:1][C:2]1[CH:10]=[CH:9][C:8]([F:11])=[CH:7][C:3]=1[C:4]([NH2:6])=[O:5].C(N(CC)CC)C.Cl[C:20](=[O:26])[C:21]([O:23][CH2:24][CH3:25])=[O:22]. Product: [NH2:6][C:4]([C:3]1[CH:7]=[C:8]([F:11])[CH:9]=[CH:10][C:2]=1[NH:1][C:20](=[O:26])[C:21]([O:23][CH2:24][CH3:25])=[O:22])=[O:5]. The catalyst class is: 56. (3) Reactant: Br[C:2]1[CH:3]=[C:4]([C:14]([NH:16][CH2:17][C:18]2[C:19](=[O:26])[NH:20][C:21]([CH3:25])=[CH:22][C:23]=2[CH3:24])=[O:15])[C:5]2[CH:6]=[N:7][N:8]([CH:11]([CH3:13])[CH3:12])[C:9]=2[CH:10]=1.CC1(C)C(C)(C)OB([C:35]2[CH:47]=[CH:46][C:38]([CH2:39][N:40]3[CH2:45][CH2:44][O:43][CH2:42][CH2:41]3)=[CH:37][CH:36]=2)O1.C([O-])([O-])=O.[Na+].[Na+].CCOC(C)=O. The catalyst class is: 77. Product: [CH3:24][C:23]1[CH:22]=[C:21]([CH3:25])[NH:20][C:19](=[O:26])[C:18]=1[CH2:17][NH:16][C:14]([C:4]1[C:5]2[CH:6]=[N:7][N:8]([CH:11]([CH3:13])[CH3:12])[C:9]=2[CH:10]=[C:2]([C:35]2[CH:36]=[CH:37][C:38]([CH2:39][N:40]3[CH2:45][CH2:44][O:43][CH2:42][CH2:41]3)=[CH:46][CH:47]=2)[CH:3]=1)=[O:15]. (4) Reactant: Br[CH:2]([C:4]1[C:13]([C:14]2[CH:19]=[CH:18][CH:17]=[CH:16][CH:15]=2)=[C:12]([S:20][CH2:21][CH2:22][O:23][Si:24]([C:27]([CH3:30])([CH3:29])[CH3:28])([CH3:26])[CH3:25])[C:11]2[C:6](=[CH:7][CH:8]=[C:9]([F:31])[CH:10]=2)[N:5]=1)[CH3:3].[K].[C:33]1(=[O:43])[NH:37][C:36](=[O:38])[C:35]2=[CH:39][CH:40]=[CH:41][CH:42]=[C:34]12. The catalyst class is: 3. Product: [Si:24]([O:23][CH2:22][CH2:21][S:20][C:12]1[C:11]2[C:6](=[CH:7][CH:8]=[C:9]([F:31])[CH:10]=2)[N:5]=[C:4]([CH:2]([N:37]2[C:33](=[O:43])[C:34]3[C:35](=[CH:39][CH:40]=[CH:41][CH:42]=3)[C:36]2=[O:38])[CH3:3])[C:13]=1[C:14]1[CH:19]=[CH:18][CH:17]=[CH:16][CH:15]=1)([C:27]([CH3:28])([CH3:29])[CH3:30])([CH3:26])[CH3:25]. (5) Reactant: [Cl:1][C:2]1[CH:3]=[C:4]([Br:9])[CH:5]=[CH:6][C:7]=1I.CCCCCC.C([Li])CCC.FC(F)(F)S(O[Si:27]([CH3:30])([CH3:29])[CH3:28])(=O)=O. Product: [Cl:1][C:2]1[CH:3]=[C:4]([Br:9])[CH:5]=[CH:6][C:7]=1[Si:27]([CH3:30])([CH3:29])[CH3:28]. The catalyst class is: 27. (6) Reactant: [NH:1]1[C:9]2[C:4](=[CH:5][C:6]([C:10]3[CH:11]=[N:12][C:13]([N:16]4[CH:22]5[CH2:23][CH2:24][N:19]([CH2:20][CH2:21]5)[CH2:18][CH2:17]4)=[N:14][CH:15]=3)=[CH:7][CH:8]=2)[CH:3]=[CH:2]1.[OH:25]O. Product: [NH:1]1[C:9]2[C:4](=[CH:5][C:6]([C:10]3[CH:11]=[N:12][C:13]([N:16]4[CH:22]5[CH2:21][CH2:20][N+:19]([O-:25])([CH2:24][CH2:23]5)[CH2:18][CH2:17]4)=[N:14][CH:15]=3)=[CH:7][CH:8]=2)[CH:3]=[CH:2]1. The catalyst class is: 8. (7) Reactant: O.NN.[CH:4]1([N:10]2[CH2:15][CH2:14][N:13]([CH2:16][CH2:17][N:18]3C(=O)C4C(=CC=CC=4)C3=O)[CH2:12][CH2:11]2)[CH2:9][CH2:8][CH2:7][CH2:6][CH2:5]1. Product: [CH:4]1([N:10]2[CH2:11][CH2:12][N:13]([CH2:16][CH2:17][NH2:18])[CH2:14][CH2:15]2)[CH2:5][CH2:6][CH2:7][CH2:8][CH2:9]1. The catalyst class is: 8. (8) Reactant: [CH3:1][N:2]([CH2:4][CH:5]([C:14]1([OH:20])[CH2:19][CH2:18][CH2:17][CH2:16][CH2:15]1)[C:6]1[CH:7]=[CH:8][C:9]([O:12][CH3:13])=[CH:10][CH:11]=1)[CH3:3].C(O)(=O)C.C[Si](C)(C)[Cl:27]. Product: [CH3:1][N:2]([CH2:4][CH:5]([C:14]1([OH:20])[CH2:19][CH2:18][CH2:17][CH2:16][CH2:15]1)[C:6]1[CH:7]=[CH:8][C:9]([O:12][CH3:13])=[CH:10][CH:11]=1)[CH3:3].[ClH:27]. The catalyst class is: 10. (9) Reactant: [CH2:1]([O:8][C:9]1[CH:32]=[CH:31][C:12]([C:13]([C@@H:15]2[CH2:19][CH2:18][C:17](=[O:20])[N:16]2[CH2:21][CH2:22][NH:23][C:24](=[O:30])[O:25][C:26]([CH3:29])([CH3:28])[CH3:27])=[O:14])=[C:11]([CH3:33])[CH:10]=1)[C:2]1[CH:7]=[CH:6][CH:5]=[CH:4][CH:3]=1. Product: [CH2:1]([O:8][C:9]1[CH:32]=[CH:31][C:12]([C@@H:13]([OH:14])[C@@H:15]2[CH2:19][CH2:18][C:17](=[O:20])[N:16]2[CH2:21][CH2:22][NH:23][C:24](=[O:30])[O:25][C:26]([CH3:28])([CH3:29])[CH3:27])=[C:11]([CH3:33])[CH:10]=1)[C:2]1[CH:3]=[CH:4][CH:5]=[CH:6][CH:7]=1. The catalyst class is: 1. (10) Reactant: C(OC(=O)C(C)CC=C)C.CC(C[AlH]CC(C)C)C.CC(CC=C)C=O.C(N)C=C.[CH2:31]([N:34]=[CH:35][CH:36]([CH3:40])[CH2:37][CH:38]=[CH2:39])[CH:32]=[CH2:33].[BH4-].[Na+]. Product: [CH2:31]([NH:34][CH2:35][CH:36]([CH3:40])[CH2:37][CH:38]=[CH2:39])[CH:32]=[CH2:33]. The catalyst class is: 61.